Dataset: Forward reaction prediction with 1.9M reactions from USPTO patents (1976-2016). Task: Predict the product of the given reaction. (1) Given the reactants [NH2:1][C:2]1[CH:7]=[C:6]([N:8]2[CH:12]=[C:11]([C:13]3[CH:18]=[CH:17][CH:16]=[CH:15][C:14]=3[Cl:19])[C:10]([C:20]([NH2:22])=[O:21])=[CH:9]2)[C:5]([Cl:23])=[CH:4][N:3]=1.[C:24](Cl)(=[O:27])[O:25][CH3:26], predict the reaction product. The product is: [C:20]([C:10]1[C:11]([C:13]2[CH:18]=[CH:17][CH:16]=[CH:15][C:14]=2[Cl:19])=[CH:12][N:8]([C:6]2[C:5]([Cl:23])=[CH:4][N:3]=[C:2]([NH:1][C:24](=[O:27])[O:25][CH3:26])[CH:7]=2)[CH:9]=1)(=[O:21])[NH2:22]. (2) Given the reactants [ClH:1].N1[CH2:6][CH2:5][CH:4]([CH2:7][N:8]2[CH:12]=[CH:11]N=C2)C1.C(OC([N:20]1[CH2:24][CH2:23][CH:22]([CH2:25][O:26]S(C)(=O)=O)[CH2:21]1)=O)(C)(C)C.C(OC(N1CCC(CO)C1)=O)(C)(C)C, predict the reaction product. The product is: [ClH:1].[NH:20]1[CH2:24][CH2:23][CH:22]([CH2:25][O:26][CH2:11][C:12]2[CH:6]=[CH:5][CH:4]=[CH:7][N:8]=2)[CH2:21]1. (3) Given the reactants C1(P(C2CCCCC2)C2C=CC=CC=2C2C(C(C)C)=CC(C(C)C)=CC=2C(C)C)CCCCC1.[O:35]1[CH2:40][CH2:39][N:38]([C:41]2[C:46]([NH2:47])=[CH:45][C:44]([N:48]3[CH2:53][CH2:52][O:51][CH2:50][CH2:49]3)=[CH:43][N:42]=2)[CH2:37][CH2:36]1.Cl[C:55]1[C:64]2[C:59](=[CH:60][C:61]([F:66])=[CH:62][C:63]=2[F:65])[N:58]=[C:57]([C:67]2[CH:68]=[N:69][C:70]([N:73]3[CH2:78][CH2:77][C:76]([F:80])([F:79])[CH2:75][CH2:74]3)=[CH:71][CH:72]=2)[C:56]=1[CH3:81].CC(C)([O-])C.[Na+], predict the reaction product. The product is: [F:80][C:76]1([F:79])[CH2:75][CH2:74][N:73]([C:70]2[N:69]=[CH:68][C:67]([C:57]3[C:56]([CH3:81])=[C:55]([NH:47][C:46]4[C:41]([N:38]5[CH2:39][CH2:40][O:35][CH2:36][CH2:37]5)=[N:42][CH:43]=[C:44]([N:48]5[CH2:49][CH2:50][O:51][CH2:52][CH2:53]5)[CH:45]=4)[C:64]4[C:59](=[CH:60][C:61]([F:66])=[CH:62][C:63]=4[F:65])[N:58]=3)=[CH:72][CH:71]=2)[CH2:78][CH2:77]1. (4) The product is: [C:13]([C:9]1[C:8]2[N:4]([CH2:3][C:2]([OH:27])=[O:1])[CH:5]=[N:6][C:7]=2[CH:12]=[CH:11][CH:10]=1)#[N:14]. Given the reactants [OH:1][CH2:2][CH2:3][N:4]1[C:8]2[C:9]([C:13]#[N:14])=[CH:10][CH:11]=[CH:12][C:7]=2[N:6]=[CH:5]1.BrC1C2N(CC(O)=[O:27])C=NC=2C=CC=1, predict the reaction product. (5) Given the reactants [Li]CCCC.CC1C=CC(S(O[CH2:17][C:18]2([CH2:34][OH:35])[O:23][C:22]3[CH:24]=[CH:25][C:26]([N+:28]([O-:30])=[O:29])=[CH:27][C:21]=3[N:20]3[N:31]=[N:32][N:33]=[C:19]23)(=O)=O)=CC=1, predict the reaction product. The product is: [N+:28]([C:26]1[CH:25]=[CH:24][C:22]2[O:35][CH2:34][C:18]3([C:19]4[N:20]([N:31]=[N:32][N:33]=4)[C:21]=2[CH:27]=1)[CH2:17][O:23]3)([O-:30])=[O:29].